Dataset: Buchwald-Hartwig C-N cross coupling reaction yields with 55,370 reactions. Task: Predict the reaction yield, written as a fraction of the theoretical maximum amount of product (1.0 means a 100% yield; for example, 0.34 means a 34% yield). (1) The reactants are FC(F)(F)c1ccc(Cl)cc1.Cc1ccc(N)cc1.O=S(=O)(O[Pd]1c2ccccc2-c2ccccc2N~1)C(F)(F)F.COc1ccc(OC)c(P([C@]23C[C@H]4C[C@H](C[C@H](C4)C2)C3)[C@]23C[C@H]4C[C@H](C[C@H](C4)C2)C3)c1-c1c(C(C)C)cc(C(C)C)cc1C(C)C.CCN=P(N=P(N(C)C)(N(C)C)N(C)C)(N(C)C)N(C)C.CCOC(=O)c1cc(OC)no1. No catalyst specified. The product is Cc1ccc(Nc2ccc(C(F)(F)F)cc2)cc1. The yield is 0.0689. (2) The reactants are Brc1cccnc1.Cc1ccc(N)cc1.O=S(=O)(O[Pd]1c2ccccc2-c2ccccc2N~1)C(F)(F)F.COc1ccc(OC)c(P([C@]23C[C@H]4C[C@H](C[C@H](C4)C2)C3)[C@]23C[C@H]4C[C@H](C[C@H](C4)C2)C3)c1-c1c(C(C)C)cc(C(C)C)cc1C(C)C.CCN=P(N=P(N(C)C)(N(C)C)N(C)C)(N(C)C)N(C)C.Fc1cccc(F)c1-c1ccno1. No catalyst specified. The product is Cc1ccc(Nc2cccnc2)cc1. The yield is 0.177. (3) The reactants are Ic1cccnc1.Cc1ccc(N)cc1.O=S(=O)(O[Pd]1c2ccccc2-c2ccccc2N~1)C(F)(F)F.COc1ccc(OC)c(P([C@]23C[C@H]4C[C@H](C[C@H](C4)C2)C3)[C@]23C[C@H]4C[C@H](C[C@H](C4)C2)C3)c1-c1c(C(C)C)cc(C(C)C)cc1C(C)C.CCN=P(N=P(N(C)C)(N(C)C)N(C)C)(N(C)C)N(C)C.CCOC(=O)c1cnoc1C. No catalyst specified. The product is Cc1ccc(Nc2cccnc2)cc1. The yield is 0.144. (4) The reactants are CCc1ccc(Br)cc1.Cc1ccc(N)cc1.O=S(=O)(O[Pd]1c2ccccc2-c2ccccc2N~1)C(F)(F)F.CC(C)c1cc(C(C)C)c(-c2ccccc2P(C2CCCCC2)C2CCCCC2)c(C(C)C)c1.CN1CCCN2CCCN=C12.CCOC(=O)c1cc(OC)no1. No catalyst specified. The product is CCc1ccc(Nc2ccc(C)cc2)cc1. The yield is 0.218. (5) The reactants are Ic1cccnc1.Cc1ccc(N)cc1.O=S(=O)(O[Pd]1c2ccccc2-c2ccccc2N~1)C(F)(F)F.CC(C)c1cc(C(C)C)c(-c2ccccc2P(C2CCCCC2)C2CCCCC2)c(C(C)C)c1.CCN=P(N=P(N(C)C)(N(C)C)N(C)C)(N(C)C)N(C)C.c1ccc(CN(Cc2ccccc2)c2ccno2)cc1. No catalyst specified. The product is Cc1ccc(Nc2cccnc2)cc1. The yield is 0.0934. (6) The yield is 0.669. No catalyst specified. The reactants are Clc1cccnc1.Cc1ccc(N)cc1.O=S(=O)(O[Pd]1c2ccccc2-c2ccccc2N~1)C(F)(F)F.COc1ccc(OC)c(P(C(C)(C)C)C(C)(C)C)c1-c1c(C(C)C)cc(C(C)C)cc1C(C)C.CCN=P(N=P(N(C)C)(N(C)C)N(C)C)(N(C)C)N(C)C.c1ccc(-c2cnoc2)cc1. The product is Cc1ccc(Nc2cccnc2)cc1.